Task: Regression. Given two drug SMILES strings and cell line genomic features, predict the synergy score measuring deviation from expected non-interaction effect.. Dataset: NCI-60 drug combinations with 297,098 pairs across 59 cell lines (1) Drug 1: CC1=C(C=C(C=C1)NC2=NC=CC(=N2)N(C)C3=CC4=NN(C(=C4C=C3)C)C)S(=O)(=O)N.Cl. Drug 2: C#CCC(CC1=CN=C2C(=N1)C(=NC(=N2)N)N)C3=CC=C(C=C3)C(=O)NC(CCC(=O)O)C(=O)O. Cell line: A549. Synergy scores: CSS=-2.17, Synergy_ZIP=-0.117, Synergy_Bliss=-1.52, Synergy_Loewe=-1.56, Synergy_HSA=-2.63. (2) Drug 1: CCC(=C(C1=CC=CC=C1)C2=CC=C(C=C2)OCCN(C)C)C3=CC=CC=C3.C(C(=O)O)C(CC(=O)O)(C(=O)O)O. Cell line: MCF7. Drug 2: CN(C(=O)NC(C=O)C(C(C(CO)O)O)O)N=O. Synergy scores: CSS=11.9, Synergy_ZIP=-2.74, Synergy_Bliss=0.892, Synergy_Loewe=-9.21, Synergy_HSA=-0.577. (3) Drug 1: C1=NC2=C(N1)C(=S)N=C(N2)N. Drug 2: CC1CCC2CC(C(=CC=CC=CC(CC(C(=O)C(C(C(=CC(C(=O)CC(OC(=O)C3CCCCN3C(=O)C(=O)C1(O2)O)C(C)CC4CCC(C(C4)OC)O)C)C)O)OC)C)C)C)OC. Cell line: UACC-257. Synergy scores: CSS=7.37, Synergy_ZIP=-9.11, Synergy_Bliss=-8.13, Synergy_Loewe=-9.15, Synergy_HSA=-8.79. (4) Drug 1: C1=NC2=C(N=C(N=C2N1C3C(C(C(O3)CO)O)F)Cl)N. Drug 2: CC1=C(C(=O)C2=C(C1=O)N3CC4C(C3(C2COC(=O)N)OC)N4)N. Cell line: MOLT-4. Synergy scores: CSS=55.1, Synergy_ZIP=-3.06, Synergy_Bliss=-5.75, Synergy_Loewe=-6.76, Synergy_HSA=-4.90. (5) Drug 1: C1=CC=C(C(=C1)C(C2=CC=C(C=C2)Cl)C(Cl)Cl)Cl. Drug 2: CCC1(C2=C(COC1=O)C(=O)N3CC4=CC5=C(C=CC(=C5CN(C)C)O)N=C4C3=C2)O.Cl. Cell line: EKVX. Synergy scores: CSS=1.97, Synergy_ZIP=-2.89, Synergy_Bliss=-5.05, Synergy_Loewe=-9.70, Synergy_HSA=-4.05. (6) Drug 1: C(CC(=O)O)C(=O)CN.Cl. Drug 2: C1CN(P(=O)(OC1)NCCCl)CCCl. Cell line: EKVX. Synergy scores: CSS=8.25, Synergy_ZIP=-2.96, Synergy_Bliss=2.62, Synergy_Loewe=-6.06, Synergy_HSA=0.852.